This data is from Reaction yield outcomes from USPTO patents with 853,638 reactions. The task is: Predict the reaction yield, written as a fraction of the theoretical maximum amount of product (1.0 means a 100% yield; for example, 0.34 means a 34% yield). The yield is 1.00. The catalyst is C(#N)C. The reactants are [Br:1][C:2]1[CH:8]=[C:7]([CH3:9])[C:5]([NH2:6])=[C:4]([CH3:10])[CH:3]=1.[CH:11]1([CH2:16][C:17](Cl)=[O:18])[CH2:15][CH2:14][CH2:13][CH2:12]1.O1CCCC1.C(=O)([O-])[O-].[K+].[K+]. The product is [Br:1][C:2]1[CH:8]=[C:7]([CH3:9])[C:5]([NH:6][C:17](=[O:18])[CH2:16][CH:11]2[CH2:15][CH2:14][CH2:13][CH2:12]2)=[C:4]([CH3:10])[CH:3]=1.